The task is: Regression. Given two drug SMILES strings and cell line genomic features, predict the synergy score measuring deviation from expected non-interaction effect.. This data is from NCI-60 drug combinations with 297,098 pairs across 59 cell lines. (1) Drug 1: CCC1=CC2CC(C3=C(CN(C2)C1)C4=CC=CC=C4N3)(C5=C(C=C6C(=C5)C78CCN9C7C(C=CC9)(C(C(C8N6C)(C(=O)OC)O)OC(=O)C)CC)OC)C(=O)OC.C(C(C(=O)O)O)(C(=O)O)O. Drug 2: C1CN1P(=S)(N2CC2)N3CC3. Cell line: PC-3. Synergy scores: CSS=39.9, Synergy_ZIP=-3.67, Synergy_Bliss=-2.43, Synergy_Loewe=-1.06, Synergy_HSA=0.186. (2) Cell line: PC-3. Synergy scores: CSS=36.4, Synergy_ZIP=8.60, Synergy_Bliss=7.24, Synergy_Loewe=-13.7, Synergy_HSA=4.70. Drug 1: CNC(=O)C1=CC=CC=C1SC2=CC3=C(C=C2)C(=NN3)C=CC4=CC=CC=N4. Drug 2: CCC1(CC2CC(C3=C(CCN(C2)C1)C4=CC=CC=C4N3)(C5=C(C=C6C(=C5)C78CCN9C7C(C=CC9)(C(C(C8N6C=O)(C(=O)OC)O)OC(=O)C)CC)OC)C(=O)OC)O.OS(=O)(=O)O. (3) Drug 1: CC1OCC2C(O1)C(C(C(O2)OC3C4COC(=O)C4C(C5=CC6=C(C=C35)OCO6)C7=CC(=C(C(=C7)OC)O)OC)O)O. Drug 2: CCC1(CC2CC(C3=C(CCN(C2)C1)C4=CC=CC=C4N3)(C5=C(C=C6C(=C5)C78CCN9C7C(C=CC9)(C(C(C8N6C)(C(=O)OC)O)OC(=O)C)CC)OC)C(=O)OC)O.OS(=O)(=O)O. Cell line: NCI-H226. Synergy scores: CSS=41.3, Synergy_ZIP=-11.2, Synergy_Bliss=-4.80, Synergy_Loewe=-7.97, Synergy_HSA=-2.17. (4) Drug 1: CC(C)(C#N)C1=CC(=CC(=C1)CN2C=NC=N2)C(C)(C)C#N. Drug 2: C1=NC2=C(N=C(N=C2N1C3C(C(C(O3)CO)O)F)Cl)N. Cell line: RXF 393. Synergy scores: CSS=-5.99, Synergy_ZIP=2.64, Synergy_Bliss=0.784, Synergy_Loewe=-4.84, Synergy_HSA=-4.84. (5) Drug 1: CCC(=C(C1=CC=CC=C1)C2=CC=C(C=C2)OCCN(C)C)C3=CC=CC=C3.C(C(=O)O)C(CC(=O)O)(C(=O)O)O. Drug 2: COCCOC1=C(C=C2C(=C1)C(=NC=N2)NC3=CC=CC(=C3)C#C)OCCOC.Cl. Cell line: HS 578T. Synergy scores: CSS=-0.662, Synergy_ZIP=-1.33, Synergy_Bliss=-4.16, Synergy_Loewe=-2.53, Synergy_HSA=-3.49.